From a dataset of Forward reaction prediction with 1.9M reactions from USPTO patents (1976-2016). Predict the product of the given reaction. (1) Given the reactants [C:1]([OH:10])(=[O:9])[C@@H:2]([C@H:4]([C:6]([OH:8])=[O:7])[OH:5])[OH:3].[OH:11][C:12]([C:61]1[S:62][CH:63]=[CH:64][CH:65]=1)([C:56]1[S:57][CH:58]=[CH:59][CH:60]=1)[C:13]([O:15][C@H:16]1[CH2:21][CH2:20][C@H:19]([N:22]([CH2:24][CH2:25][O:26][C:27](=[O:55])[NH:28][C:29]2[CH:34]=[C:33]([O:35][CH3:36])[C:32]([CH2:37][NH:38][CH2:39][C@H:40]([OH:53])[C:41]3[CH:50]=[CH:49][C:48]([OH:51])=[C:47]4[C:42]=3[CH:43]=[CH:44][C:45](=[O:52])[NH:46]4)=[CH:31][C:30]=2[Cl:54])[CH3:23])[CH2:18][CH2:17]1)=[O:14], predict the reaction product. The product is: [C:6]([C@@H:4]([C@H:2]([C:1]([OH:10])=[O:9])[OH:3])[OH:5])([OH:8])=[O:7].[OH:11][C:12]([C:56]1[S:57][CH:58]=[CH:59][CH:60]=1)([C:61]1[S:62][CH:63]=[CH:64][CH:65]=1)[C:13]([O:15][C@H:16]1[CH2:21][CH2:20][C@H:19]([N:22]([CH2:24][CH2:25][O:26][C:27](=[O:55])[NH:28][C:29]2[CH:34]=[C:33]([O:35][CH3:36])[C:32]([CH2:37][NH:38][CH2:39][C@H:40]([OH:53])[C:41]3[CH:50]=[CH:49][C:48]([OH:51])=[C:47]4[C:42]=3[CH:43]=[CH:44][C:45](=[O:52])[NH:46]4)=[CH:31][C:30]=2[Cl:54])[CH3:23])[CH2:18][CH2:17]1)=[O:14]. (2) Given the reactants [Cl:1][C:2]1[CH:10]=[C:6]([C:7]([OH:9])=[O:8])[C:5]([OH:11])=[CH:4][CH:3]=1.O=S(Cl)Cl.[CH3:16]O, predict the reaction product. The product is: [Cl:1][C:2]1[CH:3]=[CH:4][C:5]([OH:11])=[C:6]([CH:10]=1)[C:7]([O:9][CH3:16])=[O:8]. (3) Given the reactants [Cl:1][C:2]1[CH:7]=[CH:6][C:5]([CH:8](O)[C@@H:9]2[CH2:13][CH2:12][N:11]([C:14]([O:16][C:17]([CH3:20])([CH3:19])[CH3:18])=[O:15])[CH2:10]2)=[CH:4][C:3]=1[F:22].C1(P(C2C=CC=CC=2)C2C=CC=CC=2)C=CC=CC=1.N(C(OC(C)C)=O)=NC(OC(C)C)=O.[CH3:56][S:57][C:58]1[N:63]=[C:62]([C:64]2[CH:69]=[CH:68][NH:67][C:66](=[O:70])[CH:65]=2)[CH:61]=[CH:60][N:59]=1, predict the reaction product. The product is: [Cl:1][C:2]1[CH:7]=[CH:6][C:5]([C@H:8]([N:67]2[CH:68]=[CH:69][C:64]([C:62]3[CH:61]=[CH:60][N:59]=[C:58]([S:57][CH3:56])[N:63]=3)=[CH:65][C:66]2=[O:70])[C@@H:9]2[CH2:13][CH2:12][N:11]([C:14]([O:16][C:17]([CH3:20])([CH3:19])[CH3:18])=[O:15])[CH2:10]2)=[CH:4][C:3]=1[F:22].[Cl:1][C:2]1[CH:7]=[CH:6][C:5]([C@@H:8]([N:67]2[CH:68]=[CH:69][C:64]([C:62]3[CH:61]=[CH:60][N:59]=[C:58]([S:57][CH3:56])[N:63]=3)=[CH:65][C:66]2=[O:70])[C@@H:9]2[CH2:13][CH2:12][N:11]([C:14]([O:16][C:17]([CH3:20])([CH3:19])[CH3:18])=[O:15])[CH2:10]2)=[CH:4][C:3]=1[F:22].